Dataset: Catalyst prediction with 721,799 reactions and 888 catalyst types from USPTO. Task: Predict which catalyst facilitates the given reaction. (1) Reactant: [NH2:1][C:2]1[C:7]([CH:8]=O)=[C:6]([CH3:10])[N:5]=[C:4]([O:11][CH3:12])[N:3]=1.[C:13](OCC)(=[O:20])[CH2:14][C:15]([O:17][CH2:18][CH3:19])=[O:16].C(=O)([O-])[O-].[K+].[K+].C(N(CC)CC)C. Product: [CH3:12][O:11][C:4]1[N:5]=[C:6]([CH3:10])[C:7]2[CH:8]=[C:14]([C:15]([O:17][CH2:18][CH3:19])=[O:16])[C:13](=[O:20])[NH:1][C:2]=2[N:3]=1. The catalyst class is: 3. (2) Reactant: [CH2:1]([O:8][C:9]([NH:11][C@@H:12]([CH2:21][CH3:22])[CH:13]([OH:20])[CH2:14][C:15]([O:17][CH2:18][CH3:19])=[O:16])=[O:10])[C:2]1[CH:7]=[CH:6][CH:5]=[CH:4][CH:3]=1.N1C(C)=CC=CC=1C.FC(F)(F)S(O)(=O)=O.[C:39]([SiH:43]([CH3:45])[CH3:44])([CH3:42])([CH3:41])[CH3:40].O. Product: [CH2:1]([O:8][C:9]([NH:11][C@@H:12]([CH2:21][CH3:22])[CH:13]([O:20][Si:43]([C:39]([CH3:42])([CH3:41])[CH3:40])([CH3:45])[CH3:44])[CH2:14][C:15]([O:17][CH2:18][CH3:19])=[O:16])=[O:10])[C:2]1[CH:3]=[CH:4][CH:5]=[CH:6][CH:7]=1. The catalyst class is: 7. (3) Reactant: Cl.[CH:2]1([CH2:5][O:6][C:7]2[CH:8]=[CH:9][C:10]3[C:14]([CH:15]=2)=[N:13][N:12]([C:16]2[CH:26]=[CH:25][C:19]([O:20][CH2:21][C@@H:22]([NH2:24])[CH3:23])=[CH:18][CH:17]=2)[CH:11]=3)[CH2:4][CH2:3]1.C[Si]([N:31]=[C:32]=[O:33])(C)C.C(N(CC)CC)C. Product: [CH:2]1([CH2:5][O:6][C:7]2[CH:8]=[CH:9][C:10]3[C:14]([CH:15]=2)=[N:13][N:12]([C:16]2[CH:26]=[CH:25][C:19]([O:20][CH2:21][C@@H:22]([NH:24][C:32]([NH2:31])=[O:33])[CH3:23])=[CH:18][CH:17]=2)[CH:11]=3)[CH2:4][CH2:3]1. The catalyst class is: 1. (4) Product: [CH3:34][CH:29]1[CH2:30][CH2:31][CH:32]([CH3:33])[N:28]1[CH2:27][CH2:26][CH2:25][O:9][C:10]1[CH:15]=[CH:14][C:13]([C:16]2([C:22]#[N:23])[CH2:21][CH2:20][O:19][CH2:18][CH2:17]2)=[CH:12][CH:11]=1. Reactant: N1(CCC[O:9][C:10]2[CH:15]=[CH:14][C:13]([C:16]3([C:22]#[N:23])[CH2:21][CH2:20][O:19][CH2:18][CH2:17]3)=[CH:12][CH:11]=2)CCCC1.Cl[CH2:25][CH2:26][CH2:27][N:28]1[C@@H:32]([CH3:33])[CH2:31][CH2:30][C@@H:29]1[CH3:34].CN(C=O)C.C([O-])([O-])=O.[K+].[K+]. The catalyst class is: 13. (5) Reactant: [OH:1][CH:2]([C:20]1[S:21][CH:22]=[CH:23][N:24]=1)[C:3]1[CH:4]=[C:5]([C:16]([O:18]C)=[O:17])[CH:6]=[C:7]([C:9]2[CH:14]=[CH:13][C:12]([CH3:15])=[CH:11][CH:10]=2)[CH:8]=1.[OH-].[Li+].[NH4+].[Cl-]. Product: [OH:1][CH:2]([C:20]1[S:21][CH:22]=[CH:23][N:24]=1)[C:3]1[CH:4]=[C:5]([C:16]([OH:18])=[O:17])[CH:6]=[C:7]([C:9]2[CH:14]=[CH:13][C:12]([CH3:15])=[CH:11][CH:10]=2)[CH:8]=1. The catalyst class is: 38. (6) Reactant: [NH2:1][C:2]1[C:7]([CH:8]=O)=[CH:6][N:5]=[C:4]([N:10]2[CH2:15][CH2:14][N:13]([CH3:16])[CH2:12][CH2:11]2)[N:3]=1.C[O:18][C:19](=O)[CH2:20][C:21]([NH:23][C:24]1[CH:29]=[C:28]([C:30](=[O:40])[NH:31][C@@H:32]([C:34]2[CH:39]=[CH:38][CH:37]=[CH:36][CH:35]=2)[CH3:33])[CH:27]=[CH:26][C:25]=1[Cl:41])=[O:22].N1CCCCC1. Product: [Cl:41][C:25]1[CH:26]=[CH:27][C:28]([C:30](=[O:40])[NH:31][C@@H:32]([C:34]2[CH:39]=[CH:38][CH:37]=[CH:36][CH:35]=2)[CH3:33])=[CH:29][C:24]=1[NH:23][C:21]([C:20]1[C:19](=[O:18])[NH:1][C:2]2[N:3]=[C:4]([N:10]3[CH2:15][CH2:14][N:13]([CH3:16])[CH2:12][CH2:11]3)[N:5]=[CH:6][C:7]=2[CH:8]=1)=[O:22]. The catalyst class is: 5. (7) Reactant: [F:1][C:2]1[CH:13]=[CH:12][CH:11]=[CH:10][C:3]=1[NH:4][C:5]([O:7][CH2:8][CH3:9])=[O:6].[C:14](O)([CH3:17])([CH3:16])[CH3:15].CCCCCC. Product: [CH2:8]([O:7][C:5]([NH:4][C:3]1[CH:10]=[CH:11][C:12]([C:14]([CH3:17])([CH3:16])[CH3:15])=[CH:13][C:2]=1[F:1])=[O:6])[CH3:9]. The catalyst class is: 65. (8) Reactant: [CH2:1]([OH:8])[C:2]1[CH:7]=[CH:6][CH:5]=[CH:4][CH:3]=1.Cl[S:10]([N:13]=[C:14]=[O:15])(=[O:12])=[O:11].C(N(CC)CC)C.[NH2:23][C:24]1[CH:56]=[CH:55][C:27]2[NH:28][C:29]([C:34]3[C:35](=[O:54])[N:36]([CH2:46][C:47]4[CH:52]=[CH:51][C:50]([F:53])=[CH:49][CH:48]=4)[C@@H:37]4[C@H:42]([C:43]=3[OH:44])[C@@H:41]3[CH2:45][C@H:38]4[CH2:39][CH2:40]3)=[N:30][S:31](=[O:33])(=[O:32])[C:26]=2[CH:25]=1. Product: [F:53][C:50]1[CH:49]=[CH:48][C:47]([CH2:46][N:36]2[C:35](=[O:54])[C:34]([C:29]3[NH:28][C:27]4[CH:55]=[CH:56][C:24]([NH:23][S:10]([NH:13][C:14](=[O:15])[O:8][CH2:1][C:2]5[CH:7]=[CH:6][CH:5]=[CH:4][CH:3]=5)(=[O:12])=[O:11])=[CH:25][C:26]=4[S:31](=[O:32])(=[O:33])[N:30]=3)=[C:43]([OH:44])[C@H:42]3[C@@H:37]2[C@H:38]2[CH2:45][C@@H:41]3[CH2:40][CH2:39]2)=[CH:52][CH:51]=1. The catalyst class is: 4.